This data is from Forward reaction prediction with 1.9M reactions from USPTO patents (1976-2016). The task is: Predict the product of the given reaction. (1) Given the reactants C(O)(C(F)(F)F)=O.[NH:8]1[CH2:13][CH2:12][CH:11]([N:14]2[C:27]3[CH:26]=[CH:25][C:24]([C:28]4[NH:32][N:31]=[N:30][N:29]=4)=[CH:23][C:22]=3[O:21][C:20]3[C:15]2=[CH:16][CH:17]=[CH:18][CH:19]=3)[CH2:10][CH2:9]1.[NH:33]1[CH:37]=[CH:36][N:35]=[C:34]1[CH:38]=O.C(O[BH-](OC(=O)C)OC(=O)C)(=O)C.C[N+](C)(C)C, predict the reaction product. The product is: [NH:33]1[CH:37]=[CH:36][N:35]=[C:34]1[CH2:38][N:8]1[CH2:13][CH2:12][CH:11]([N:14]2[C:27]3[CH:26]=[CH:25][C:24]([C:28]4[NH:32][N:31]=[N:30][N:29]=4)=[CH:23][C:22]=3[O:21][C:20]3[C:15]2=[CH:16][CH:17]=[CH:18][CH:19]=3)[CH2:10][CH2:9]1. (2) Given the reactants [NH2:1][CH2:2][C:3]1[C:4]([CH2:22][C:23]([CH3:26])([CH3:25])[CH3:24])=[N:5][C:6]([CH2:20][CH3:21])=[C:7]([C:12]=1[C:13]1[CH:18]=[CH:17][C:16]([CH3:19])=[CH:15][CH:14]=1)[C:8](OC)=[O:9].C1(C)C=CC=CC=1.[H-].C([Al+]CC(C)C)C(C)C.C(=O)([O-])O.[Na+].[C:57](O[C:57]([O:59][C:60]([CH3:63])([CH3:62])[CH3:61])=[O:58])([O:59][C:60]([CH3:63])([CH3:62])[CH3:61])=[O:58], predict the reaction product. The product is: [CH2:20]([C:6]1[N:5]=[C:4]([CH2:22][C:23]([CH3:26])([CH3:25])[CH3:24])[C:3]([CH2:2][NH:1][C:57](=[O:58])[O:59][C:60]([CH3:61])([CH3:62])[CH3:63])=[C:12]([C:13]2[CH:14]=[CH:15][C:16]([CH3:19])=[CH:17][CH:18]=2)[C:7]=1[CH2:8][OH:9])[CH3:21]. (3) Given the reactants [NH2:1][C:2]1[CH:7]=[CH:6][CH:5]=[CH:4][CH:3]=1.O=[C:9]([CH2:16][CH2:17][CH2:18][CH2:19][CH2:20][CH2:21][CH3:22])[CH2:10][C:11]([O:13][CH2:14][CH3:15])=[O:12].C1(C)C=CC(S(O)(=O)=O)=CC=1, predict the reaction product. The product is: [NH:1]([C:9]([CH2:16][CH2:17][CH2:18][CH2:19][CH2:20][CH2:21][CH3:22])=[CH:10][C:11]([O:13][CH2:14][CH3:15])=[O:12])[C:2]1[CH:7]=[CH:6][CH:5]=[CH:4][CH:3]=1. (4) Given the reactants [N:1]1([C:7]2[C:8]3[O:28][C:27]([CH2:29][N:30]4[CH2:33][CH:32]([N:34]5[CH2:39][CH2:38][O:37][CH2:36][CH2:35]5)[CH2:31]4)=[CH:26][C:9]=3[N:10]=[C:11]([Sn](CCCC)(CCCC)CCCC)[N:12]=2)[CH2:6][CH2:5][O:4][CH2:3][CH2:2]1.Br[C:41]1[N:46]2[CH:47]=[CH:48][N:49]=[C:45]2[CH:44]=[CH:43][CH:42]=1, predict the reaction product. The product is: [N:49]1[CH:48]=[CH:47][N:46]2[C:41]([C:11]3[N:12]=[C:7]([N:1]4[CH2:2][CH2:3][O:4][CH2:5][CH2:6]4)[C:8]4[O:28][C:27]([CH2:29][N:30]5[CH2:31][CH:32]([N:34]6[CH2:39][CH2:38][O:37][CH2:36][CH2:35]6)[CH2:33]5)=[CH:26][C:9]=4[N:10]=3)=[CH:42][CH:43]=[CH:44][C:45]=12. (5) Given the reactants [CH:1]1[C:13]2[CH:12]([CH2:14][O:15][C:16]([NH:18][C@@H:19]([CH2:23][O:24][CH2:25][C:26]([O:28][C:29]([CH3:32])([CH3:31])[CH3:30])=[O:27])[C:20]([OH:22])=O)=[O:17])[C:11]3[C:6](=[CH:7][CH:8]=[CH:9][CH:10]=3)[C:5]=2[CH:4]=[CH:3][CH:2]=1.[Cl-].[NH4+].C[N:36](C(ON1N=NC2C=CC=NC1=2)=[N+](C)C)C.F[P-](F)(F)(F)(F)F, predict the reaction product. The product is: [CH:10]1[C:11]2[CH:12]([CH2:14][O:15][C:16]([NH:18][C@H:19]([C:20]([NH2:36])=[O:22])[CH2:23][O:24][CH2:25][C:26]([O:28][C:29]([CH3:30])([CH3:32])[CH3:31])=[O:27])=[O:17])[C:13]3[C:5](=[CH:4][CH:3]=[CH:2][CH:1]=3)[C:6]=2[CH:7]=[CH:8][CH:9]=1.